Dataset: Forward reaction prediction with 1.9M reactions from USPTO patents (1976-2016). Task: Predict the product of the given reaction. (1) Given the reactants [C:1]1([C:10]2[CH:15]=[CH:14][CH:13]=[CH:12][CH:11]=2)[CH:6]=[CH:5][C:4]([C:7](Cl)=[O:8])=[CH:3][CH:2]=1.[CH:16]1[C:26]2[CH2:25][NH:24][C:23]3[CH:27]=[CH:28][CH:29]=[CH:30][C:22]=3[NH:21][C:20]=2[CH:19]=[CH:18][CH:17]=1.O.ClCCl, predict the reaction product. The product is: [C:1]1([C:10]2[CH:15]=[CH:14][CH:13]=[CH:12][CH:11]=2)[CH:6]=[CH:5][C:4]([C:7]([N:24]2[CH2:25][C:26]3[CH:16]=[CH:17][CH:18]=[CH:19][C:20]=3[NH:21][C:22]3[CH:30]=[CH:29][CH:28]=[CH:27][C:23]2=3)=[O:8])=[CH:3][CH:2]=1. (2) The product is: [Cl:1][C:2]1[CH:7]=[CH:6][CH:5]=[CH:4][C:3]=1[CH:8]1[CH2:9][C:10]2[N:11]([CH2:15][CH2:16][O:17][CH3:18])[CH:12]=[CH:13][C:14]=2[CH:20]2[CH:21]1[C:22](=[O:24])[NH:23][C:19]2=[O:25]. Given the reactants [Cl:1][C:2]1[CH:7]=[CH:6][CH:5]=[CH:4][C:3]=1[CH:8]=[CH:9][C:10]1[N:11]([CH2:15][CH2:16][O:17][CH3:18])[CH:12]=[CH:13][CH:14]=1.[C:19]1(=[O:25])[NH:23][C:22](=[O:24])[CH:21]=[CH:20]1, predict the reaction product.